Dataset: Reaction yield outcomes from USPTO patents with 853,638 reactions. Task: Predict the reaction yield, written as a fraction of the theoretical maximum amount of product (1.0 means a 100% yield; for example, 0.34 means a 34% yield). (1) The reactants are C1C(=O)N([Br:8])C(=O)C1.[Cl:9][C:10]1[C:11]2[N:12]([C:16]([C@@H:19]3[CH2:27][CH2:26][C@@H:25]4[N:21]([C:22](=[O:28])[CH2:23][CH2:24]4)[CH2:20]3)=[N:17][CH:18]=2)[CH:13]=[CH:14][N:15]=1. The catalyst is C(#N)C. The product is [Br:8][C:18]1[N:17]=[C:16]([C@@H:19]2[CH2:27][CH2:26][C@@H:25]3[N:21]([C:22](=[O:28])[CH2:23][CH2:24]3)[CH2:20]2)[N:12]2[CH:13]=[CH:14][N:15]=[C:10]([Cl:9])[C:11]=12. The yield is 0.870. (2) The reactants are Cl.[NH:2]1[CH2:5][CH2:4][CH2:3]1.C(O[CH:10]1[C@H:15]([N:16]=[C:17]=[S:18])[C@@H:14]([O:19][C:20](=[O:22])[CH3:21])[C@H:13]([O:23][C:24](=[O:26])[CH3:25])[C@@H:12]([CH2:27][O:28][C:29](=[O:31])[CH3:30])[O:11]1)(=O)C.C(N(CC)CC)C. The product is [C:24]([O:23][C@@H:13]1[C@@H:12]([CH2:27][O:28][C:29](=[O:31])[CH3:30])[O:11][C@H:10]2[C@H:15]([N:16]=[C:17]([N:2]3[CH2:5][CH2:4][CH2:3]3)[S:18]2)[C@H:14]1[O:19][C:20](=[O:22])[CH3:21])(=[O:26])[CH3:25]. The catalyst is ClCCl. The yield is 0.610. (3) The reactants are Br[CH2:2][CH2:3][CH2:4][N:5]1[CH2:10][C:9]2[CH:11]=[C:12]([F:15])[CH:13]=[CH:14][C:8]=2[N:7]([C:16]2[CH:21]=[CH:20][CH:19]=[CH:18][C:17]=2[F:22])[S:6]1(=[O:24])=[O:23].[CH3:25][NH2:26].Cl. No catalyst specified. The product is [F:15][C:12]1[CH:13]=[CH:14][C:8]2[N:7]([C:16]3[CH:21]=[CH:20][CH:19]=[CH:18][C:17]=3[F:22])[S:6](=[O:24])(=[O:23])[N:5]([CH2:4][CH2:3][CH2:2][NH:26][CH3:25])[CH2:10][C:9]=2[CH:11]=1. The yield is 0.680. (4) The reactants are [F:1][C:2]1[CH:11]=[CH:10][C:5]([C:6]([NH:8][NH2:9])=[O:7])=[CH:4][CH:3]=1.[Cl:12][C:13]1[C:14]([CH3:29])=[C:15]([NH:21][C@H:22]([C@H:26]([OH:28])[CH3:27])[C:23](O)=[O:24])[CH:16]=[CH:17][C:18]=1[C:19]#[N:20]. No catalyst specified. The product is [Cl:12][C:13]1[C:14]([CH3:29])=[C:15]([NH:21][C@H:22]([C@H:26]([OH:28])[CH3:27])[C:23]([NH:9][NH:8][C:6](=[O:7])[C:5]2[CH:10]=[CH:11][C:2]([F:1])=[CH:3][CH:4]=2)=[O:24])[CH:16]=[CH:17][C:18]=1[C:19]#[N:20]. The yield is 0.540. (5) The reactants are Cl[C:2]1[C:11]2[C:6](=[CH:7][CH:8]=[C:9]([Cl:12])[N:10]=2)[N:5]=[CH:4][C:3]=1[C:13](=[O:15])[CH3:14].[NH2:16][C:17]1[CH:18]=[CH:19][C:20]([N:23]2[CH2:28][CH2:27][CH2:26][CH:25]([NH:29][C:30](=[O:36])[O:31][C:32]([CH3:35])([CH3:34])[CH3:33])[CH2:24]2)=[N:21][CH:22]=1. No catalyst specified. The product is [C:13]([C:3]1[CH:4]=[N:5][C:6]2[C:11]([C:2]=1[NH:16][C:17]1[CH:18]=[CH:19][C:20]([N:23]3[CH2:28][CH2:27][CH2:26][CH:25]([NH:29][C:30](=[O:36])[O:31][C:32]([CH3:34])([CH3:33])[CH3:35])[CH2:24]3)=[N:21][CH:22]=1)=[N:10][C:9]([Cl:12])=[CH:8][CH:7]=2)(=[O:15])[CH3:14]. The yield is 0.350. (6) The reactants are [C:1]1([CH3:7])[CH:6]=[CH:5][CH:4]=[CH:3][CH:2]=1.[CH3:8][CH:9]([CH3:33])[CH2:10][N:11]1[C:23]2[CH:22]=[CH:21][C:20](B3OC(C)(C)C(C)(C)O3)=[CH:19][C:18]=2[C:17]2[C:12]1=[CH:13][CH:14]=[CH:15][CH:16]=2.Br[C:35]1[CH:36]=[CH:37][C:38]2[NH:39][C:40]3[C:45]([C:46]=2[CH:47]=1)=[CH:44][C:43](Br)=[CH:42][CH:41]=3.C([O-])([O-])=O.[Na+].[Na+]. The catalyst is C1C=CC([P]([Pd]([P](C2C=CC=CC=2)(C2C=CC=CC=2)C2C=CC=CC=2)([P](C2C=CC=CC=2)(C2C=CC=CC=2)C2C=CC=CC=2)[P](C2C=CC=CC=2)(C2C=CC=CC=2)C2C=CC=CC=2)(C2C=CC=CC=2)C2C=CC=CC=2)=CC=1.O. The product is [CH3:8][CH:9]([CH3:33])[CH2:10][N:11]1[C:12]2[CH:13]=[CH:14][C:15]([C:35]3[CH:36]=[CH:37][C:38]4[NH:39][C:40]5[C:45]([C:46]=4[CH:47]=3)=[CH:44][C:43]([C:20]3[CH:21]=[CH:22][C:23]4[N:11]([CH2:10][CH:9]([CH3:33])[CH3:8])[C:12]6[C:17]([C:18]=4[CH:19]=3)=[CH:16][CH:15]=[CH:14][CH:13]=6)=[CH:42][CH:41]=5)=[CH:16][C:7]=2[C:1]2[C:6]1=[CH:5][CH:4]=[CH:3][CH:2]=2. The yield is 0.610. (7) The reactants are Cl[CH2:2][CH2:3][O:4][C:5]([CH3:9])([CH3:8])[C:6]#[N:7].[Na+].[I-].[NH2:12][OH:13].[C:14]([C:21]([O:23][CH2:24][CH3:25])=[O:22])#[C:15][C:16]([O:18][CH2:19][CH3:20])=[O:17]. The catalyst is C(O)C.C(OCC)(=O)C. The product is [CH2:19]([O:18][C:16](=[O:17])[CH2:15][C:14]1([C:21]([O:23][CH2:24][CH3:25])=[O:22])[O:13][N:12]2[C:6]([C:5]([CH3:9])([CH3:8])[O:4][CH2:3][CH2:2]2)=[N:7]1)[CH3:20]. The yield is 0.486. (8) The reactants are CC([O:5][C:6](=[O:34])[CH2:7][N:8]1[CH:13]=[CH:12][C:11]([C:14]2[C:23]3[C:18](=[CH:19][C:20]([O:29][CH3:30])=[C:21]4[O:26][C:25]([CH3:28])([CH3:27])[CH2:24][C:22]4=3)[CH2:17][C:16]([CH3:32])([CH3:31])[N:15]=2)=[CH:10][C:9]1=[O:33])(C)C.[ClH:35]. No catalyst specified. The product is [ClH:35].[O:33]=[C:9]1[CH:10]=[C:11]([C:14]2[C:23]3[C:18](=[CH:19][C:20]([O:29][CH3:30])=[C:21]4[O:26][C:25]([CH3:28])([CH3:27])[CH2:24][C:22]4=3)[CH2:17][C:16]([CH3:31])([CH3:32])[N:15]=2)[CH:12]=[CH:13][N:8]1[CH2:7][C:6]([OH:34])=[O:5]. The yield is 0.990. (9) The reactants are [CH3:1][O:2][C:3]([C:5]1[CH:10]=[CH:9][C:8](Br)=[CH:7][N:6]=1)=[O:4].[CH:12]1(B(O)O)[CH2:14][CH2:13]1.CC1(C)C2C=CC=C(P(C3C=CC=CC=3)C3C=CC=CC=3)C=2OC2C1=CC=CC=2P(C1C=CC=CC=1)C1C=CC=CC=1.C(=O)([O-])[O-].[Cs+].[Cs+]. The catalyst is C1C=CC(/C=C/C(/C=C/C2C=CC=CC=2)=O)=CC=1.C1C=CC(/C=C/C(/C=C/C2C=CC=CC=2)=O)=CC=1.C1C=CC(/C=C/C(/C=C/C2C=CC=CC=2)=O)=CC=1.[Pd].[Pd].O1CCOCC1. The product is [CH3:1][O:2][C:3]([C:5]1[CH:10]=[CH:9][C:8]([CH:12]2[CH2:14][CH2:13]2)=[CH:7][N:6]=1)=[O:4]. The yield is 0.450. (10) The reactants are [N:1]1[CH:6]=[CH:5][CH:4]=[CH:3][C:2]=1[NH:7][CH2:8][C:9]1([C:15]2[CH:20]=[CH:19][C:18]([OH:21])=[CH:17][CH:16]=2)[CH2:14][CH2:13][O:12][CH2:11][CH2:10]1.Cl.Cl[CH2:24][CH2:25][CH2:26][N:27]1[CH2:32][CH2:31][CH2:30][CH2:29][CH2:28]1.C(=O)([O-])[O-].[K+].[K+]. The catalyst is CN(C=O)C. The product is [N:27]1([CH2:26][CH2:25][CH2:24][O:21][C:18]2[CH:19]=[CH:20][C:15]([C:9]3([CH2:8][NH:7][C:2]4[CH:3]=[CH:4][CH:5]=[CH:6][N:1]=4)[CH2:10][CH2:11][O:12][CH2:13][CH2:14]3)=[CH:16][CH:17]=2)[CH2:32][CH2:31][CH2:30][CH2:29][CH2:28]1. The yield is 0.760.